The task is: Predict the product of the given reaction.. This data is from Forward reaction prediction with 1.9M reactions from USPTO patents (1976-2016). (1) The product is: [Br:1][C:2]1[CH:3]=[C:4]([NH:5][CH2:11][CH:10]([OH:9])[CH2:12][N:13]2[CH2:22][CH2:21][C:20]3[C:15](=[CH:16][CH:17]=[CH:18][CH:19]=3)[CH2:14]2)[CH:6]=[CH:7][CH:8]=1. Given the reactants [Br:1][C:2]1[CH:3]=[C:4]([CH:6]=[CH:7][CH:8]=1)[NH2:5].[O:9]1[CH2:11][CH:10]1[CH2:12][N:13]1[CH2:22][CH2:21][C:20]2[C:15](=[CH:16][CH:17]=[CH:18][CH:19]=2)[CH2:14]1, predict the reaction product. (2) Given the reactants [Cl:1][C:2]1[C:3]([OH:21])=[C:4]([NH:8]S(CC2C=C(Cl)C=C(Cl)C=2)(=O)=O)[CH:5]=[N:6][CH:7]=1.[Br:22][C:23]1[CH:24]=[C:25]([S:31](Cl)(=[O:33])=[O:32])[CH:26]=[CH:27][C:28]=1[O:29][CH3:30].ClC1C=C(CS(Cl)(=O)=O)C=C(Cl)C=1, predict the reaction product. The product is: [Br:22][C:23]1[CH:24]=[C:25]([S:31]([NH:8][C:4]2[CH:5]=[N:6][CH:7]=[C:2]([Cl:1])[C:3]=2[OH:21])(=[O:33])=[O:32])[CH:26]=[CH:27][C:28]=1[O:29][CH3:30]. (3) Given the reactants [CH2:1]([C:3]1[C:4]([NH:23][CH:24]([CH3:31])[CH2:25][C:26](OCC)=[O:27])=[N:5][C:6]([CH2:21][CH3:22])=[C:7]([C:9]2[C:18]([O:19][CH3:20])=[CH:17][C:16]3[CH2:15][CH2:14][CH2:13][CH2:12][C:11]=3[CH:10]=2)[N:8]=1)[CH3:2].[H-].[H-].[H-].[H-].[Li+].[Al+3].[O-]S([O-])(=O)=O.[Mg+2], predict the reaction product. The product is: [CH2:1]([C:3]1[C:4]([NH:23][CH:24]([CH3:31])[CH2:25][CH2:26][OH:27])=[N:5][C:6]([CH2:21][CH3:22])=[C:7]([C:9]2[C:18]([O:19][CH3:20])=[CH:17][C:16]3[CH2:15][CH2:14][CH2:13][CH2:12][C:11]=3[CH:10]=2)[N:8]=1)[CH3:2]. (4) Given the reactants [Cl:1][C:2]1[CH:3]=[C:4]([C:10]2[CH:22]=[CH:21][C:13]([C:14]([NH:16][S:17]([CH3:20])(=[O:19])=[O:18])=[O:15])=[CH:12][C:11]=2[O:23][CH3:24])[CH:5]=[N:6][C:7]=1[CH2:8][OH:9].C(N(C(C)C)CC)(C)C.[C:34]1([CH3:44])[CH:39]=[CH:38][C:37]([S:40](Cl)(=[O:42])=[O:41])=[CH:36][CH:35]=1, predict the reaction product. The product is: [CH3:44][C:34]1[CH:39]=[CH:38][C:37]([S:40]([O:9][CH2:8][C:7]2[C:2]([Cl:1])=[CH:3][C:4]([C:10]3[CH:22]=[CH:21][C:13]([C:14](=[O:15])[NH:16][S:17]([CH3:20])(=[O:19])=[O:18])=[CH:12][C:11]=3[O:23][CH3:24])=[CH:5][N:6]=2)(=[O:42])=[O:41])=[CH:36][CH:35]=1. (5) Given the reactants [Cl:1][C:2]1[CH:7]=[C:6]([Cl:8])[C:5]([O:9][CH3:10])=[CH:4][C:3]=1[NH:11][C:12]1[C:21]2[C:16](=[CH:17][C:18](F)=[C:19]([O:22][CH2:23][CH3:24])[CH:20]=2)[N:15]=[CH:14][C:13]=1[C:26]#[N:27].[CH3:28][N:29]1[CH2:34][CH2:33][N:32]([CH2:35][CH2:36][OH:37])[CH2:31][CH2:30]1.[H-].[Na+].O, predict the reaction product. The product is: [Cl:1][C:2]1[CH:7]=[C:6]([Cl:8])[C:5]([O:9][CH3:10])=[CH:4][C:3]=1[NH:11][C:12]1[C:21]2[C:16](=[CH:17][C:18]([O:37][CH2:36][CH2:35][N:32]3[CH2:33][CH2:34][N:29]([CH3:28])[CH2:30][CH2:31]3)=[C:19]([O:22][CH2:23][CH3:24])[CH:20]=2)[N:15]=[CH:14][C:13]=1[C:26]#[N:27].